From a dataset of Reaction yield outcomes from USPTO patents with 853,638 reactions. Predict the reaction yield, written as a fraction of the theoretical maximum amount of product (1.0 means a 100% yield; for example, 0.34 means a 34% yield). The reactants are [CH3:1][NH:2][CH2:3][C:4]1[CH:9]=[CH:8][C:7]([C:10]2[O:11][C:12]3[C:18]([C:19]([O:21]C)=O)=[CH:17][CH:16]=[CH:15][C:13]=3[N:14]=2)=[CH:6][CH:5]=1.O.[NH4+:24]. No catalyst specified. The product is [CH3:1][NH:2][CH2:3][C:4]1[CH:9]=[CH:8][C:7]([C:10]2[O:11][C:12]3[C:18]([C:19]([NH2:24])=[O:21])=[CH:17][CH:16]=[CH:15][C:13]=3[N:14]=2)=[CH:6][CH:5]=1. The yield is 0.330.